This data is from Forward reaction prediction with 1.9M reactions from USPTO patents (1976-2016). The task is: Predict the product of the given reaction. (1) Given the reactants [C:1]([OH:12])(=[O:11])[C:2]1[CH:10]=[CH:9][C:6]([O:7][CH3:8])=[C:4]([OH:5])[CH:3]=1.C(N(C(C)C)CC)(C)C.[CH3:22][O:23][CH2:24]Cl, predict the reaction product. The product is: [CH3:22][O:23][CH2:24][O:5][C:4]1[CH:3]=[C:2]([CH:10]=[CH:9][C:6]=1[O:7][CH3:8])[C:1]([OH:12])=[O:11]. (2) Given the reactants [C:1]([C:3]1[C:8]([CH3:9])=[CH:7][C:6]([N:10]2[CH2:15][CH2:14][O:13][CH2:12][CH2:11]2)=[CH:5][C:4]=1OS(C(F)(F)F)(=O)=O)#[N:2].[F:24][C@@H:25]1[CH2:29][CH2:28][NH:27][CH2:26]1.C(=O)([O-])[O-].[Cs+].[Cs+], predict the reaction product. The product is: [F:24][C@@H:25]1[CH2:29][CH2:28][N:27]([C:4]2[CH:5]=[C:6]([N:10]3[CH2:11][CH2:12][O:13][CH2:14][CH2:15]3)[CH:7]=[C:8]([CH3:9])[C:3]=2[C:1]#[N:2])[CH2:26]1.